This data is from Catalyst prediction with 721,799 reactions and 888 catalyst types from USPTO. The task is: Predict which catalyst facilitates the given reaction. The catalyst class is: 5. Reactant: C([O:3][C:4]([C@H:6]1[CH2:10][CH2:9][CH2:8][N:7]1[C:11](=[O:33])[CH2:12][C:13]1[CH:18]=[CH:17][CH:16]=[C:15]([O:19][CH2:20][C:21]2[N:22]=[C:23]([C:27]3[CH:32]=[CH:31][CH:30]=[CH:29][CH:28]=3)[O:24][C:25]=2[CH3:26])[CH:14]=1)=[O:5])C.[OH-].[Na+]. Product: [CH3:26][C:25]1[O:24][C:23]([C:27]2[CH:28]=[CH:29][CH:30]=[CH:31][CH:32]=2)=[N:22][C:21]=1[CH2:20][O:19][C:15]1[CH:14]=[C:13]([CH2:12][C:11]([N:7]2[CH2:8][CH2:9][CH2:10][C@@H:6]2[C:4]([OH:5])=[O:3])=[O:33])[CH:18]=[CH:17][CH:16]=1.